This data is from Reaction yield outcomes from USPTO patents with 853,638 reactions. The task is: Predict the reaction yield, written as a fraction of the theoretical maximum amount of product (1.0 means a 100% yield; for example, 0.34 means a 34% yield). The reactants are B(Br)(Br)Br.[CH2:5]([C:12]1[CH:13]=[C:14]([C:33]2[CH:38]=[CH:37][C:36]([CH2:39][CH2:40][C:41]#[N:42])=[CH:35][C:34]=2[CH2:43][CH:44]([CH3:46])[CH3:45])[CH:15]=[CH:16][C:17]=1[C:18]1[CH:23]=[CH:22][C:21]([O:24]C)=[C:20]([CH2:26][C:27]2[CH:32]=[CH:31][CH:30]=[CH:29][CH:28]=2)[CH:19]=1)[C:6]1[CH:11]=[CH:10][CH:9]=[CH:8][CH:7]=1.O. The catalyst is C(Cl)Cl. The product is [CH2:5]([C:12]1[CH:13]=[C:14]([C:33]2[CH:38]=[CH:37][C:36]([CH2:39][CH2:40][C:41]#[N:42])=[CH:35][C:34]=2[CH2:43][CH:44]([CH3:46])[CH3:45])[CH:15]=[CH:16][C:17]=1[C:18]1[CH:23]=[CH:22][C:21]([OH:24])=[C:20]([CH2:26][C:27]2[CH:32]=[CH:31][CH:30]=[CH:29][CH:28]=2)[CH:19]=1)[C:6]1[CH:7]=[CH:8][CH:9]=[CH:10][CH:11]=1. The yield is 0.860.